From a dataset of Peptide-MHC class I binding affinity with 185,985 pairs from IEDB/IMGT. Regression. Given a peptide amino acid sequence and an MHC pseudo amino acid sequence, predict their binding affinity value. This is MHC class I binding data. (1) The peptide sequence is DQSIKIGDI. The MHC is HLA-A02:01 with pseudo-sequence HLA-A02:01. The binding affinity (normalized) is 0. (2) The binding affinity (normalized) is 0.744. The peptide sequence is YLYLRPYAL. The MHC is HLA-B08:01 with pseudo-sequence HLA-B08:01. (3) The peptide sequence is YMKFFGNFK. The MHC is HLA-B27:03 with pseudo-sequence HLA-B27:03. The binding affinity (normalized) is 0.0847. (4) The peptide sequence is KTAPQLNVF. The MHC is HLA-B57:01 with pseudo-sequence HLA-B57:01. The binding affinity (normalized) is 0.635.